This data is from Full USPTO retrosynthesis dataset with 1.9M reactions from patents (1976-2016). The task is: Predict the reactants needed to synthesize the given product. (1) Given the product [C:1]([CH2:3][C:4]([NH:9][CH2:10][CH2:11][OH:12])=[O:6])#[N:2], predict the reactants needed to synthesize it. The reactants are: [C:1]([CH2:3][C:4]([O:6]CC)=O)#[N:2].[NH2:9][CH2:10][CH2:11][OH:12]. (2) Given the product [C:13]([C:9]1[CH:8]=[C:7]([P:17]([C:25]2[CH:30]=[C:29]([C:31]([CH3:34])([CH3:33])[CH3:32])[C:28]([O:35][CH3:36])=[C:27]([C:37]([CH3:40])([CH3:39])[CH3:38])[CH:26]=2)[C:18]2[CH:23]=[CH:22][CH:21]=[CH:20][C:19]=2[Br:24])[CH:6]=[C:5]([C:1]([CH3:4])([CH3:3])[CH3:2])[C:10]=1[O:11][CH3:12])([CH3:14])([CH3:15])[CH3:16], predict the reactants needed to synthesize it. The reactants are: [C:1]([C:5]1[CH:6]=[C:7]([P:17](=O)([C:25]2[CH:30]=[C:29]([C:31]([CH3:34])([CH3:33])[CH3:32])[C:28]([O:35][CH3:36])=[C:27]([C:37]([CH3:40])([CH3:39])[CH3:38])[CH:26]=2)[C:18]2[CH:23]=[CH:22][CH:21]=[CH:20][C:19]=2[Br:24])[CH:8]=[C:9]([C:13]([CH3:16])([CH3:15])[CH3:14])[C:10]=1[O:11][CH3:12])([CH3:4])([CH3:3])[CH3:2].Cl[SiH](Cl)Cl. (3) Given the product [CH3:16][NH:17][C@H:3]([C:4]([OH:6])=[O:5])[C:2]([CH3:15])([CH2:8][C:9]1[CH:14]=[CH:13][CH:12]=[CH:11][CH:10]=1)[CH3:1], predict the reactants needed to synthesize it. The reactants are: [CH3:1][C:2]([CH3:15])([CH2:8][C:9]1[CH:14]=[CH:13][CH:12]=[CH:11][CH:10]=1)[C:3](=O)[C:4]([OH:6])=[O:5].[CH3:16][NH2:17]. (4) Given the product [Br:28][CH2:9][C:8]([C:11]1[CH:12]=[C:13]([C:24]([CH3:27])([CH3:26])[CH3:25])[C:14]2[O:19][CH2:18][CH2:17][N:16]([CH2:20][C:21]#[N:22])[C:15]=2[CH:23]=1)=[O:10], predict the reactants needed to synthesize it. The reactants are: C(N(CC)CC)C.[C:8]([C:11]1[CH:12]=[C:13]([C:24]([CH3:27])([CH3:26])[CH3:25])[C:14]2[O:19][CH2:18][CH2:17][N:16]([CH2:20][C:21]#[N:22])[C:15]=2[CH:23]=1)(=[O:10])[CH3:9].[Br:28]N1C(=O)CCC1=O.C(OCC)(=O)C. (5) Given the product [F:4][C:5]1[CH:6]=[C:7]([CH:23]=[CH:24][CH:25]=1)[CH2:8][NH:9][C:10]([NH:11][C:12]1[S:13][CH:14]=[C:15]([CH2:17][NH:18][CH3:19])[N:16]=1)=[O:22], predict the reactants needed to synthesize it. The reactants are: CON.[F:4][C:5]1[CH:6]=[C:7]([CH:23]=[CH:24][CH:25]=1)[CH2:8][NH:9][C:10](=[O:22])[NH:11][C:12]1[S:13][CH:14]=[C:15]([CH2:17][N:18](OC)[CH3:19])[N:16]=1.O. (6) Given the product [CH2:9]([O:8][CH2:1][C:2]1[CH:3]=[CH:4][CH:5]=[CH:6][CH:7]=1)[C:10]1[CH:11]=[CH:12][CH:13]=[CH:14][CH:23]=1, predict the reactants needed to synthesize it. The reactants are: [CH2:1]([O:8][C:9]1[CH:10]=[C:11](NC2N=CC(Br)=CN=2)[CH:12]=[CH:13][CH:14]=1)[C:2]1[CH:7]=[CH:6][CH:5]=[CH:4][CH:3]=1.[CH3:23]NC1C=CC=CC=1.CC(C)([O-])C.[Na+]. (7) Given the product [Cl:17][C:18]1[CH:23]=[C:22]([C:24]2([C:26]([F:29])([F:28])[F:27])[O:1][N:2]=[C:3]([C:4]3[N:5]4[C:9]([C:10]([C:13]([O:15][CH3:16])=[O:14])=[CH:11][CH:12]=3)=[CH:8][CH:7]=[CH:6]4)[CH2:25]2)[CH:21]=[C:20]([Cl:30])[C:19]=1[Cl:31], predict the reactants needed to synthesize it. The reactants are: [OH:1]/[N:2]=[CH:3]/[C:4]1[N:5]2[C:9]([C:10]([C:13]([O:15][CH3:16])=[O:14])=[CH:11][CH:12]=1)=[CH:8][CH:7]=[CH:6]2.[Cl:17][C:18]1[CH:23]=[C:22]([C:24]([C:26]([F:29])([F:28])[F:27])=[CH2:25])[CH:21]=[C:20]([Cl:30])[C:19]=1[Cl:31].